This data is from Full USPTO retrosynthesis dataset with 1.9M reactions from patents (1976-2016). The task is: Predict the reactants needed to synthesize the given product. The reactants are: C(N(CC)CC)C.[C:8]([NH:11][NH2:12])(=[O:10])[CH3:9].[CH2:13]([NH:15][C:16](=[O:42])[NH:17][C:18]1[N:23]=[CH:22][C:21]([C:24]2[CH:25]=[N:26][CH:27]=[C:28]([C:30](O)=[O:31])[CH:29]=2)=[C:20]([C:33]2[S:34][CH:35]=[C:36]([C:38]([F:41])([F:40])[F:39])[N:37]=2)[CH:19]=1)[CH3:14].CN(C(ON1N=NC2C=CC=NC1=2)=[N+](C)C)C.F[P-](F)(F)(F)(F)F. Given the product [C:8]([NH:11][NH:12][C:30]([C:28]1[CH:29]=[C:24]([C:21]2[CH:22]=[N:23][C:18]([NH:17][C:16]([NH:15][CH2:13][CH3:14])=[O:42])=[CH:19][C:20]=2[C:33]2[S:34][CH:35]=[C:36]([C:38]([F:39])([F:41])[F:40])[N:37]=2)[CH:25]=[N:26][CH:27]=1)=[O:31])(=[O:10])[CH3:9], predict the reactants needed to synthesize it.